This data is from Forward reaction prediction with 1.9M reactions from USPTO patents (1976-2016). The task is: Predict the product of the given reaction. (1) The product is: [CH2:1]([O:8][C:9]1[CH:14]=[C:13]([CH:30]=[CH2:31])[CH:12]=[CH:11][C:10]=1[N:16]1[S:20](=[O:22])(=[O:21])[N:19]([CH2:23][CH2:24][Si:25]([CH3:28])([CH3:27])[CH3:26])[C:18](=[O:29])[CH2:17]1)[C:2]1[CH:7]=[CH:6][CH:5]=[CH:4][CH:3]=1. Given the reactants [CH2:1]([O:8][C:9]1[CH:14]=[C:13](I)[CH:12]=[CH:11][C:10]=1[N:16]1[S:20](=[O:22])(=[O:21])[N:19]([CH2:23][CH2:24][Si:25]([CH3:28])([CH3:27])[CH3:26])[C:18](=[O:29])[CH2:17]1)[C:2]1[CH:7]=[CH:6][CH:5]=[CH:4][CH:3]=1.[CH2:30]([Sn](CCCC)(CCCC)C=C)[CH2:31]CC.C1(C)C=CC=CC=1P(C1C=CC=CC=1C)C1C=CC=CC=1C.[F-].[K+], predict the reaction product. (2) Given the reactants [OH:1][C:2]1[CH:9]=[CH:8][C:5]([CH:6]=[O:7])=[C:4]([O:10][CH3:11])[CH:3]=1.C(=O)([O-])[O-].[K+].[K+].Cl.Cl[CH2:20][CH2:21][N:22]1[CH2:27][CH2:26][CH2:25][CH2:24][CH2:23]1, predict the reaction product. The product is: [CH3:11][O:10][C:4]1[CH:3]=[C:2]([O:1][CH2:20][CH2:21][N:22]2[CH2:27][CH2:26][CH2:25][CH2:24][CH2:23]2)[CH:9]=[CH:8][C:5]=1[CH:6]=[O:7]. (3) Given the reactants [CH2:1]([NH:4][C:5](=[O:17])[C@@H:6]([NH:9][C:10](=[O:16])[O:11][C:12]([CH3:15])([CH3:14])[CH3:13])[CH2:7][CH3:8])[CH:2]=[CH2:3].[C:18]([O:22][C:23]([N:25]1[C:33]2[C:28](=[CH:29][CH:30]=[CH:31][CH:32]=2)[C:27](Br)=[CH:26]1)=[O:24])([CH3:21])([CH3:20])[CH3:19].C1(C)C=CC=CC=1P(C1C=CC=CC=1C)C1C=CC=CC=1C.C(N(CC)CC)C, predict the reaction product. The product is: [C:12]([O:11][C:10]([NH:9][C@@H:6]([CH2:7][CH3:8])[C:5]([NH:4][CH2:1]/[CH:2]=[CH:3]/[C:27]1[C:28]2[C:33](=[CH:32][CH:31]=[CH:30][CH:29]=2)[N:25]([C:23]([O:22][C:18]([CH3:21])([CH3:20])[CH3:19])=[O:24])[CH:26]=1)=[O:17])=[O:16])([CH3:15])([CH3:14])[CH3:13]. (4) Given the reactants [F:1][C:2]1[CH:11]=[C:10]([F:12])[CH:9]=[C:8]2[C:3]=1[CH:4]=[CH:5][C:6](=[O:13])[NH:7]2.[H-].[Na+].[CH2:16]([O:23][C:24]([NH:26][C@@H:27]1[CH2:32][CH2:31][N:30]([CH2:33][CH2:34]Cl)[CH2:29][C@@H:28]1[C:36]([O:38][CH3:39])=[O:37])=[O:25])[C:17]1[CH:22]=[CH:21][CH:20]=[CH:19][CH:18]=1.FC1C(F)=C2C(C=CC(=O)N2CCN2CCC(NC(=O)OC(C)(C)C)CC2)=CC=1, predict the reaction product. The product is: [CH2:16]([O:23][C:24]([NH:26][C@@H:27]1[CH2:32][CH2:31][N:30]([CH2:33][CH2:34][N:7]2[C:8]3[C:3](=[C:2]([F:1])[CH:11]=[C:10]([F:12])[CH:9]=3)[CH:4]=[CH:5][C:6]2=[O:13])[CH2:29][C@@H:28]1[C:36]([O:38][CH3:39])=[O:37])=[O:25])[C:17]1[CH:18]=[CH:19][CH:20]=[CH:21][CH:22]=1. (5) Given the reactants [C:1]([C:5]1[CH:10]=[CH:9][C:8]([C:11]2[N:12]([C:32](Cl)=[O:33])[C:13]([C:25]3[CH:30]=[CH:29][C:28]([Cl:31])=[CH:27][CH:26]=3)([CH3:24])[C:14]([C:17]3[CH:22]=[CH:21][C:20]([Cl:23])=[CH:19][CH:18]=3)([CH3:16])[N:15]=2)=[C:7]([O:35][CH:36]([CH3:38])[CH3:37])[CH:6]=1)([CH3:4])([CH3:3])[CH3:2].[CH3:39][O:40][CH2:41][CH2:42][NH:43][CH2:44][CH2:45][O:46][CH3:47], predict the reaction product. The product is: [CH3:39][O:40][CH2:41][CH2:42][N:43]([CH2:44][CH2:45][O:46][CH3:47])[C:32]([N:12]1[C:13]([C:25]2[CH:30]=[CH:29][C:28]([Cl:31])=[CH:27][CH:26]=2)([CH3:24])[C:14]([C:17]2[CH:22]=[CH:21][C:20]([Cl:23])=[CH:19][CH:18]=2)([CH3:16])[N:15]=[C:11]1[C:8]1[CH:9]=[CH:10][C:5]([C:1]([CH3:3])([CH3:2])[CH3:4])=[CH:6][C:7]=1[O:35][CH:36]([CH3:37])[CH3:38])=[O:33]. (6) Given the reactants C(OC([NH:11][C@H:12]1[CH2:17][CH2:16][N:15]([C:18]2[CH:23]=[C:22]([CH3:24])[N:21]=[C:20]([C:25]([O:27][CH3:28])=[O:26])[CH:19]=2)[CH2:14][C@H:13]1[O:29][CH3:30])=O)C1C=CC=CC=1, predict the reaction product. The product is: [NH2:11][C@H:12]1[CH2:17][CH2:16][N:15]([C:18]2[CH:23]=[C:22]([CH3:24])[N:21]=[C:20]([C:25]([O:27][CH3:28])=[O:26])[CH:19]=2)[CH2:14][C@H:13]1[O:29][CH3:30]. (7) Given the reactants [CH3:1][O:2][C:3]1[C:11]2[C:6](=[N:7][CH:8]=[C:9]([NH:12]C(=O)OC(C)(C)C)[CH:10]=2)[N:5]([CH2:20][C:21]2[CH:26]=[CH:25][C:24]([O:27][CH3:28])=[CH:23][CH:22]=2)[N:4]=1, predict the reaction product. The product is: [CH3:1][O:2][C:3]1[C:11]2[C:6](=[N:7][CH:8]=[C:9]([NH2:12])[CH:10]=2)[N:5]([CH2:20][C:21]2[CH:26]=[CH:25][C:24]([O:27][CH3:28])=[CH:23][CH:22]=2)[N:4]=1.